From a dataset of Full USPTO retrosynthesis dataset with 1.9M reactions from patents (1976-2016). Predict the reactants needed to synthesize the given product. (1) Given the product [NH2:6][C:7]1[C:15]2[C:10](=[CH:11][CH:12]=[CH:13][C:14]=2[F:16])[C:9]([C:24]2[CH:25]=[C:26]([CH:31]([F:32])[F:33])[C:27](=[O:30])[N:28]([CH2:2][CH3:3])[CH:29]=2)([C:17]2[CH:22]=[CH:21][CH:20]=[C:19]([Br:23])[CH:18]=2)[N:8]=1, predict the reactants needed to synthesize it. The reactants are: I[CH2:2][CH3:3].[H-].[Na+].[NH2:6][C:7]1[C:15]2[C:10](=[CH:11][CH:12]=[CH:13][C:14]=2[F:16])[C:9]([C:24]2[CH:25]=[C:26]([CH:31]([F:33])[F:32])[C:27](=[O:30])[NH:28][CH:29]=2)([C:17]2[CH:22]=[CH:21][CH:20]=[C:19]([Br:23])[CH:18]=2)[N:8]=1.C(=O)([O-])[O-].[K+].[K+]. (2) The reactants are: O.[OH-].[Li+].[F:4][C:5]([F:35])([F:34])[C:6]1[N:10]2[N:11]=[C:12]([N:15]3[CH2:20][CH2:19][CH:18]([C:21]4[CH:33]=[CH:32][C:24]([O:25][CH2:26][C:27]([O:29]CC)=[O:28])=[CH:23][CH:22]=4)[CH2:17][CH2:16]3)[CH2:13][CH2:14][C:9]2=[N:8][N:7]=1.O.CO. Given the product [F:35][C:5]([F:4])([F:34])[C:6]1[N:10]2[N:11]=[C:12]([N:15]3[CH2:20][CH2:19][CH:18]([C:21]4[CH:33]=[CH:32][C:24]([O:25][CH2:26][C:27]([OH:29])=[O:28])=[CH:23][CH:22]=4)[CH2:17][CH2:16]3)[CH2:13][CH2:14][C:9]2=[N:8][N:7]=1, predict the reactants needed to synthesize it. (3) Given the product [NH2:10][CH2:9][C@@H:5]1[CH2:6][CH2:7][CH2:8][C@H:3]([OH:2])[CH2:4]1, predict the reactants needed to synthesize it. The reactants are: N.[OH:2][C@@H:3]1[CH2:8][CH2:7][CH2:6][C@H:5]([C:9]#[N:10])[CH2:4]1. (4) Given the product [Cl:1][C:2]1[CH:3]=[C:4]([CH:7]=[CH:8][CH:9]=1)[CH2:5][NH:6][C:23](=[O:24])[C:22]1[CH:26]=[CH:27][C:19]([CH2:18][Cl:17])=[CH:20][CH:21]=1, predict the reactants needed to synthesize it. The reactants are: [Cl:1][C:2]1[CH:3]=[C:4]([CH:7]=[CH:8][CH:9]=1)[CH2:5][NH2:6].C(N(CC)CC)C.[Cl:17][CH2:18][C:19]1[CH:27]=[CH:26][C:22]([C:23](Cl)=[O:24])=[CH:21][CH:20]=1. (5) Given the product [O:15]=[C:13]([CH3:14])[CH2:12][CH2:11][CH2:10][N:5]1[C:4](=[O:16])[CH:3]=[C:2]([NH:1][C:22]2[CH:24]=[CH:25][C:26]([CH3:27])=[C:20]([CH2:18][CH3:19])[CH:21]=2)[NH:7][C:6]1=[O:8], predict the reactants needed to synthesize it. The reactants are: [NH2:1][C:2]1[N:7]=[C:6]([O:8]C)[N:5]([CH2:10][CH2:11][CH2:12][C:13](=[O:15])[CH3:14])[C:4](=[O:16])[CH:3]=1.Cl.[CH2:18]([C:20]1[CH:21]=[C:22]([CH:24]=[CH:25][C:26]=1[CH3:27])N)[CH3:19].